Task: Predict the reaction yield, written as a fraction of the theoretical maximum amount of product (1.0 means a 100% yield; for example, 0.34 means a 34% yield).. Dataset: Reaction yield outcomes from USPTO patents with 853,638 reactions The reactants are [N:1]1[CH:6]=[CH:5][CH:4]=[C:3]([C:7]2[CH:8]=[C:9]3[C:15]([Sn](C)(C)C)=[N:14][N:13]([CH2:20][O:21][CH2:22][CH2:23][Si:24]([CH3:27])([CH3:26])[CH3:25])[C:10]3=[CH:11][N:12]=2)[CH:2]=1.[Cl:28][C:29]1[N:34]=[C:33](Cl)[CH:32]=[CH:31][N:30]=1. No catalyst specified. The product is [Cl:28][C:29]1[N:34]=[C:33]([C:15]2[C:9]3[C:10](=[CH:11][N:12]=[C:7]([C:3]4[CH:2]=[N:1][CH:6]=[CH:5][CH:4]=4)[CH:8]=3)[N:13]([CH2:20][O:21][CH2:22][CH2:23][Si:24]([CH3:27])([CH3:26])[CH3:25])[N:14]=2)[CH:32]=[CH:31][N:30]=1. The yield is 0.500.